From a dataset of Full USPTO retrosynthesis dataset with 1.9M reactions from patents (1976-2016). Predict the reactants needed to synthesize the given product. Given the product [N:14]1([C:11]([C:8]2[CH:7]=[CH:6][C:5]([C:3]([O:2][CH3:1])=[O:4])=[CH:10][N:9]=2)=[O:13])[CH2:18][CH2:17][CH2:16][CH2:15]1, predict the reactants needed to synthesize it. The reactants are: [CH3:1][O:2][C:3]([C:5]1[CH:6]=[CH:7][C:8]([C:11]([OH:13])=O)=[N:9][CH:10]=1)=[O:4].[NH:14]1[CH2:18][CH2:17][CH2:16][CH2:15]1.